From a dataset of Catalyst prediction with 721,799 reactions and 888 catalyst types from USPTO. Predict which catalyst facilitates the given reaction. (1) The catalyst class is: 11. Product: [Cl:9][C:3]1[CH:4]=[CH:5][CH:6]=[C:7]([Cl:8])[C:2]=1[C:12]1[CH:13]=[CH:14][CH:15]=[CH:16][C:11]=1[CH3:10]. Reactant: Br[C:2]1[C:7]([Cl:8])=[CH:6][CH:5]=[CH:4][C:3]=1[Cl:9].[CH3:10][C:11]1[CH:16]=[CH:15][CH:14]=[CH:13][C:12]=1B(O)O.[O-]P([O-])([O-])=O.[K+].[K+].[K+]. (2) Reactant: BrC(N(C)C)=C(C)C.[C:9]([O:13][C:14](=[O:33])[NH:15][CH:16]1[CH:26]2[CH2:27][CH2:28][CH:17]1[CH2:18][C:19]1[CH:20]=[C:21]([CH:29]=[CH:30][CH2:31]O)[CH:22]=[CH:23][C:24]=1[CH2:25]2)([CH3:12])([CH3:11])[CH3:10].[NH:34]1[CH2:39][CH2:38][O:37][CH2:36][CH2:35]1.C(Cl)Cl.CO.[OH-].[NH4+]. Product: [C:9]([O:13][C:14](=[O:33])[NH:15][CH:16]1[CH:26]2[CH2:27][CH2:28][CH:17]1[CH2:18][C:19]1[CH:20]=[C:21]([CH:29]=[CH:30][CH2:31][N:34]3[CH2:39][CH2:38][O:37][CH2:36][CH2:35]3)[CH:22]=[CH:23][C:24]=1[CH2:25]2)([CH3:12])([CH3:11])[CH3:10]. The catalyst class is: 2.